From a dataset of Full USPTO retrosynthesis dataset with 1.9M reactions from patents (1976-2016). Predict the reactants needed to synthesize the given product. (1) Given the product [Cl:1][C:2]1[CH:7]=[C:6]([Cl:8])[CH:5]=[CH:4][C:3]=1[C@@H:9]1[CH2:12][CH2:11][C@@H:10]1[NH2:13], predict the reactants needed to synthesize it. The reactants are: [Cl:1][C:2]1[CH:7]=[C:6]([Cl:8])[CH:5]=[CH:4][C:3]=1[CH:9]1[CH2:12][CH2:11][CH:10]1[NH:13]C=O.Cl. (2) Given the product [ClH:7].[CH3:18][C:19]1[CH:24]=[C:23]([C:25]([F:26])([F:27])[F:28])[CH:22]=[CH:21][C:20]=1[C:8]1[CH:9]=[C:10]([CH:15]=[CH:16][N:17]=1)[C:11]([O:13][CH3:14])=[O:12], predict the reactants needed to synthesize it. The reactants are: C(=O)([O-])[O-].[K+].[K+].[Cl:7][C:8]1[CH:9]=[C:10]([CH:15]=[CH:16][N:17]=1)[C:11]([O:13][CH3:14])=[O:12].[CH3:18][C:19]1[CH:24]=[C:23]([C:25]([F:28])([F:27])[F:26])[CH:22]=[CH:21][C:20]=1B(O)O.Cl. (3) Given the product [Br:1][C:2]1[CH:3]=[C:4]([C:8](=[O:18])[C:9]([C:10]2[CH:11]=[C:12]([C:15]#[N:16])[NH:13][CH:14]=2)=[O:34])[CH:5]=[CH:6][CH:7]=1, predict the reactants needed to synthesize it. The reactants are: [Br:1][C:2]1[CH:3]=[C:4]([C:8]#[C:9][C:10]2[CH:11]=[C:12]([C:15]#[N:16])[NH:13][CH:14]=2)[CH:5]=[CH:6][CH:7]=1.S([O-])([O-])(=O)=[O:18].[Mg+2].C(=O)(O)[O-].[Na+].[O-][Mn](=O)(=O)=O.[K+].[OH2:34]. (4) Given the product [CH3:5][CH:4]([CH:29]([OH:30])[C@H:28]([NH:27][C:8]([C:15]1[CH:20]=[CH:19][CH:18]=[CH:17][CH:16]=1)([C:21]1[CH:22]=[CH:23][CH:24]=[CH:25][CH:26]=1)[C:9]1[CH:14]=[CH:13][CH:12]=[CH:11][CH:10]=1)[CH2:31][CH3:32])[CH3:6], predict the reactants needed to synthesize it. The reactants are: S(C)C.[CH:4]([Li])([CH3:6])[CH3:5].[C:8]([NH:27][C@H:28]([CH2:31][CH3:32])[CH:29]=[O:30])([C:21]1[CH:26]=[CH:25][CH:24]=[CH:23][CH:22]=1)([C:15]1[CH:20]=[CH:19][CH:18]=[CH:17][CH:16]=1)[C:9]1[CH:14]=[CH:13][CH:12]=[CH:11][CH:10]=1.[NH4+].[Cl-]. (5) Given the product [F:33][C:27]1[CH:28]=[CH:29][CH:30]=[C:31]([F:32])[C:26]=1[S:23]([NH:22][C:18]1[CH:19]=[CH:20][CH:21]=[C:16]([C:9]2[N:10]=[C:11]([CH:13]([CH3:15])[CH3:14])[S:12][C:8]=2[C:6]2[CH:5]=[CH:4][N:3]=[C:2]([NH:46][C:43]3[CH:44]=[N:45][C:40]([N:34]4[CH2:35][CH2:36][O:37][CH2:38][CH2:39]4)=[CH:41][CH:42]=3)[N:7]=2)[CH:17]=1)(=[O:25])=[O:24], predict the reactants needed to synthesize it. The reactants are: Cl[C:2]1[N:7]=[C:6]([C:8]2[S:12][C:11]([CH:13]([CH3:15])[CH3:14])=[N:10][C:9]=2[C:16]2[CH:17]=[C:18]([NH:22][S:23]([C:26]3[C:31]([F:32])=[CH:30][CH:29]=[CH:28][C:27]=3[F:33])(=[O:25])=[O:24])[CH:19]=[CH:20][CH:21]=2)[CH:5]=[CH:4][N:3]=1.[N:34]1([C:40]2[N:45]=[CH:44][C:43]([NH2:46])=[CH:42][CH:41]=2)[CH2:39][CH2:38][O:37][CH2:36][CH2:35]1. (6) Given the product [OH:18][C:16]1[CH:17]=[C:2]2[C:3]([C:4]([C:6]3[CH:11]=[CH:10][C:9]([OH:12])=[CH:8][C:7]=3[OH:13])=[N:35][N:34]2[C:31]2[CH:32]=[CH:33][C:28]([O:27][C:26]([F:25])([F:37])[F:36])=[CH:29][CH:30]=2)=[CH:14][CH:15]=1, predict the reactants needed to synthesize it. The reactants are: O[C:2]1[CH:17]=[C:16]([OH:18])[CH:15]=[CH:14][C:3]=1[C:4]([C:6]1[CH:11]=[CH:10][C:9]([OH:12])=[CH:8][C:7]=1[OH:13])=O.C([O-])(=O)C.[Na+].Cl.[F:25][C:26]([F:37])([F:36])[O:27][C:28]1[CH:33]=[CH:32][C:31]([NH:34][NH2:35])=[CH:30][CH:29]=1. (7) Given the product [N:26]1([S:30]([C:4]2[CH:3]=[CH:2][C:1]([C:7]3[CH:8]=[C:9]4[N:15]=[C:14]([CH2:16][CH2:17][CH:18]5[N:24]=[C:23]([NH2:25])[CH2:22][CH2:21][CH2:20][CH2:19]5)[NH:13][C:10]4=[N:11][CH:12]=3)=[CH:6][CH:5]=2)(=[O:32])=[O:31])[CH2:29][CH2:28][CH2:27]1, predict the reactants needed to synthesize it. The reactants are: [C:1]1([C:7]2[CH:8]=[C:9]3[N:15]=[C:14]([CH2:16][CH2:17][CH:18]4[N:24]=[C:23]([NH2:25])[CH2:22][CH2:21][CH2:20][CH2:19]4)[NH:13][C:10]3=[N:11][CH:12]=2)[CH:6]=[CH:5][CH:4]=[CH:3][CH:2]=1.[N:26]1([S:30](C2C=CC(C3C=C4N=C(CCC5NC(=S)CCCC5)NC4=NC=3)=CC=2)(=[O:32])=[O:31])[CH2:29][CH2:28][CH2:27]1.N.